From a dataset of Full USPTO retrosynthesis dataset with 1.9M reactions from patents (1976-2016). Predict the reactants needed to synthesize the given product. Given the product [CH3:15][C:14]1[CH:16]=[CH:17][C:11]([S:8]([O:7][CH2:1][CH2:2]/[CH:3]=[CH:4]/[CH2:5][CH3:6])(=[O:10])=[O:9])=[CH:12][CH:13]=1, predict the reactants needed to synthesize it. The reactants are: [CH2:1]([OH:7])[CH2:2]/[CH:3]=[CH:4]/[CH2:5][CH3:6].[S:8](Cl)([C:11]1[CH:17]=[CH:16][C:14]([CH3:15])=[CH:13][CH:12]=1)(=[O:10])=[O:9].CCN(CC)CC.